Dataset: Reaction yield outcomes from USPTO patents with 853,638 reactions. Task: Predict the reaction yield, written as a fraction of the theoretical maximum amount of product (1.0 means a 100% yield; for example, 0.34 means a 34% yield). (1) The reactants are [OH:1][C:2]1[CH:7]=[CH:6][C:5]([CH3:8])=[CH:4][C:3]=1[C:9](=[O:11])[CH3:10].[CH:12](=O)[C:13]1[CH:18]=[CH:17][CH:16]=[CH:15][CH:14]=1. The catalyst is C(O)C.O. The product is [CH3:8][C:5]1[CH:4]=[C:3]2[C:2](=[CH:7][CH:6]=1)[O:1][CH:12]([C:13]1[CH:18]=[CH:17][CH:16]=[CH:15][CH:14]=1)[CH2:10][C:9]2=[O:11]. The yield is 0.340. (2) The reactants are B(F)(F)F.CCOCC.[CH3:10][O:11][C:12]([N:14]1[CH2:20][CH2:19][C:18]2([C:21]3[CH:26]=[CH:25][CH:24]=[CH:23][CH:22]=3)[CH:16]([O:17]2)[CH2:15]1)=[O:13]. No catalyst specified. The product is [CH3:10][O:11][C:12]([N:14]1[CH2:20][CH2:19][C:18]([CH:16]=[O:17])([C:21]2[CH:22]=[CH:23][CH:24]=[CH:25][CH:26]=2)[CH2:15]1)=[O:13]. The yield is 0.970. (3) The reactants are [CH2:1]([N:3]([CH2:37][CH3:38])[CH2:4][CH2:5][CH2:6][NH:7][C:8]1[N:9]=[C:10]([C:27]2[CH:28]=[C:29]([CH:33]=[CH:34][C:35]=2[CH3:36])[C:30]([OH:32])=O)[C:11]2[CH:17]=[CH:16][C:15](=[O:18])[N:14]([C:19]3[C:24]([F:25])=[CH:23][CH:22]=[CH:21][C:20]=3[F:26])[C:12]=2[N:13]=1)[CH3:2].[CH3:39][N:40](C(ON1N=NC2C=CC=CC1=2)=[N+](C)C)C.F[P-](F)(F)(F)(F)F.CN. The catalyst is ClCCl.C1COCC1. The product is [CH2:37]([N:3]([CH2:1][CH3:2])[CH2:4][CH2:5][CH2:6][NH:7][C:8]1[N:9]=[C:10]([C:27]2[CH:28]=[C:29]([CH:33]=[CH:34][C:35]=2[CH3:36])[C:30]([NH:40][CH3:39])=[O:32])[C:11]2[CH:17]=[CH:16][C:15](=[O:18])[N:14]([C:19]3[C:24]([F:25])=[CH:23][CH:22]=[CH:21][C:20]=3[F:26])[C:12]=2[N:13]=1)[CH3:38]. The yield is 0.780.